Dataset: Catalyst prediction with 721,799 reactions and 888 catalyst types from USPTO. Task: Predict which catalyst facilitates the given reaction. (1) Reactant: Cl.Cl.[CH:3]1([N:6]2[CH2:11][CH2:10][NH:9][CH2:8][CH2:7]2)[CH2:5][CH2:4]1.CO. The catalyst class is: 6. Product: [CH:3]1([N:6]2[CH2:11][CH2:10][NH:9][CH2:8][CH2:7]2)[CH2:5][CH2:4]1. (2) Reactant: [Cl:1][C:2]1[CH:21]=[CH:20][C:19]([NH:22][CH2:23][CH2:24]Cl)=[CH:18][C:3]=1[C:4]([NH:6][CH2:7][C:8]12[CH2:17][CH:12]3[CH2:13][CH:14]([CH2:16][CH:10]([CH2:11]3)[CH2:9]1)[CH2:15]2)=[O:5].[CH3:26][N:27]1[C:31]([CH2:32][CH2:33][NH2:34])=[CH:30][N:29]=[CH:28]1.C(N(CC)C(C)C)(C)C.[I-].[K+].[Na].C(=O)([O-])O. Product: [Cl:1][C:2]1[CH:21]=[CH:20][C:19]([NH:22][CH2:23][CH2:24][NH:34][CH2:33][CH2:32][C:31]2[N:27]([CH3:26])[CH:28]=[N:29][CH:30]=2)=[CH:18][C:3]=1[C:4]([NH:6][CH2:7][C:8]12[CH2:17][CH:12]3[CH2:13][CH:14]([CH2:16][CH:10]([CH2:11]3)[CH2:9]1)[CH2:15]2)=[O:5]. The catalyst class is: 51. (3) The catalyst class is: 13. Reactant: Cl.[CH3:2][CH:3]1[CH2:6][CH:5]([NH2:7])[CH2:4]1.[CH3:8][S:9](Cl)(=[O:11])=[O:10]. Product: [CH3:2][CH:3]1[CH2:6][CH:5]([NH:7][S:9]([CH3:8])(=[O:11])=[O:10])[CH2:4]1. (4) Reactant: [CH2:1]([C:4]1[C:10]([OH:11])=[CH:9][CH:8]=[CH:7][C:5]=1[OH:6])[CH2:2][CH3:3].[C:12]([O-])([O-])=O.[K+].[K+].IC.Cl. The catalyst class is: 3. Product: [CH3:12][O:11][C:10]1[C:4]([CH2:1][CH2:2][CH3:3])=[C:5]([OH:6])[CH:7]=[CH:8][CH:9]=1. (5) The catalyst class is: 17. Reactant: [CH:1]([C:4]1[O:8][N:7]=[C:6]([CH:9](O)[CH3:10])[CH:5]=1)([CH3:3])[CH3:2].C1(C)C=CC(S([Cl:21])(=O)=O)=CC=1.O. Product: [Cl:21][CH:9]([C:6]1[CH:5]=[C:4]([CH:1]([CH3:3])[CH3:2])[O:8][N:7]=1)[CH3:10].